From a dataset of Reaction yield outcomes from USPTO patents with 853,638 reactions. Predict the reaction yield, written as a fraction of the theoretical maximum amount of product (1.0 means a 100% yield; for example, 0.34 means a 34% yield). (1) The reactants are [H-].[Li+].C([Al+]CC(C)C)C(C)C.[H-].C([O:16][C:17](=O)[C:18]1[CH:23]=[CH:22][CH:21]=[C:20]([Cl:24])[C:19]=1[O:25][CH2:26][CH2:27][CH3:28])CC. The catalyst is C1COCC1. The product is [Cl:24][C:20]1[C:19]([O:25][CH2:26][CH2:27][CH3:28])=[C:18]([CH2:17][OH:16])[CH:23]=[CH:22][CH:21]=1. The yield is 0.560. (2) The reactants are [C:1]([O:5][C:6]([N:8]1[CH2:12][C:11]([F:14])([F:13])[CH2:10][CH:9]1[C:15]1[NH:16][C:17]([C:20]2[CH:25]=[CH:24][C:23]([C:26]3[CH:35]=[CH:34][C:33]4[C:28](=[CH:29][CH:30]=[C:31]([C:36]5[NH:37][C:38]([CH:41]6[CH2:45][CH2:44][CH2:43][N:42]6C(OCC6C=CC=CC=6)=O)=[N:39][CH:40]=5)[CH:32]=4)[CH:27]=3)=[CH:22][CH:21]=2)=[CH:18][N:19]=1)=[O:7])([CH3:4])([CH3:3])[CH3:2].C(=O)([O-])[O-].[K+].[K+].[CH3:62][O:63][C:64]([NH:66][CH:67]([CH:71]1[CH2:76][CH2:75][O:74][CH2:73][CH2:72]1)[C:68](O)=[O:69])=[O:65].CN(C(ON1N=NC2C=CC=NC1=2)=[N+](C)C)C.F[P-](F)(F)(F)(F)F.CCN(C(C)C)C(C)C. The catalyst is CCO.[Pd].C(Cl)Cl. The product is [C:1]([O:5][C:6]([N:8]1[CH2:12][C:11]([F:13])([F:14])[CH2:10][CH:9]1[C:15]1[NH:16][C:17]([C:20]2[CH:21]=[CH:22][C:23]([C:26]3[CH:35]=[CH:34][C:33]4[C:28](=[CH:29][CH:30]=[C:31]([C:36]5[NH:37][C:38]([CH:41]6[CH2:45][CH2:44][CH2:43][N:42]6[C:68](=[O:69])[CH:67]([NH:66][C:64]([O:63][CH3:62])=[O:65])[CH:71]6[CH2:76][CH2:75][O:74][CH2:73][CH2:72]6)=[N:39][CH:40]=5)[CH:32]=4)[CH:27]=3)=[CH:24][CH:25]=2)=[CH:18][N:19]=1)=[O:7])([CH3:2])([CH3:4])[CH3:3]. The yield is 0.140. (3) The reactants are [NH:1]1[CH2:6][CH2:5][CH:4]([CH2:7][OH:8])[CH2:3][CH2:2]1.C(=O)([O-])[O-].[K+].[K+].[F:15][C:16]1[CH:23]=[C:22]([F:24])[C:21]([F:25])=[CH:20][C:17]=1[CH2:18]Br.O. The catalyst is CN(C)C=O.CCOC(C)=O. The product is [F:15][C:16]1[CH:23]=[C:22]([F:24])[C:21]([F:25])=[CH:20][C:17]=1[CH2:18][N:1]1[CH2:6][CH2:5][CH:4]([CH:7]=[O:8])[CH2:3][CH2:2]1. The yield is 0.500. (4) The reactants are ClC1C=CC(N2C=C(Cl)N=N2)=C(C2N=CN=C(O)C=2)C=1.[Cl:21][C:22]1[CH:23]=[CH:24][C:25]([N:36]2[CH:40]=[C:39]([C:41]([F:44])([F:43])[F:42])[CH:38]=[N:37]2)=[C:26]([C:28]2[CH:33]=[C:32]([O:34]C)[N:31]=[CH:30][N:29]=2)[CH:27]=1. No catalyst specified. The product is [Cl:21][C:22]1[CH:23]=[CH:24][C:25]([N:36]2[CH:40]=[C:39]([C:41]([F:44])([F:42])[F:43])[CH:38]=[N:37]2)=[C:26]([C:28]2[N:29]=[CH:30][N:31]=[C:32]([OH:34])[CH:33]=2)[CH:27]=1. The yield is 0.255.